This data is from Full USPTO retrosynthesis dataset with 1.9M reactions from patents (1976-2016). The task is: Predict the reactants needed to synthesize the given product. (1) Given the product [NH3:12].[F:5][C:6]1[CH:7]=[C:8]([CH:36]=[C:37]([OH:39])[CH:38]=1)[O:9][C@@H:10]1[CH2:14][CH2:13][N:12]([C:15]([CH3:34])([CH3:35])[CH2:16][CH2:17][C:18]([C:22]2[CH:27]=[CH:26][CH:25]=[CH:24][CH:23]=2)([C:28]2[CH:33]=[CH:32][CH:31]=[CH:30][CH:29]=2)[C:19]([NH2:21])=[O:20])[CH2:11]1, predict the reactants needed to synthesize it. The reactants are: B(Br)(Br)Br.[F:5][C:6]1[CH:7]=[C:8]([CH:36]=[C:37]([O:39]C)[CH:38]=1)[O:9][C@@H:10]1[CH2:14][CH2:13][N:12]([C:15]([CH3:35])([CH3:34])[CH2:16][CH2:17][C:18]([C:28]2[CH:33]=[CH:32][CH:31]=[CH:30][CH:29]=2)([C:22]2[CH:27]=[CH:26][CH:25]=[CH:24][CH:23]=2)[C:19]([NH2:21])=[O:20])[CH2:11]1. (2) Given the product [Cl:1][C:2]1[C:10]2[N:9]=[C:8]([C:11]([F:12])([F:13])[F:14])[N:7]([CH2:18][C:19]([O:21][C:22]([CH3:25])([CH3:24])[CH3:23])=[O:20])[C:6]=2[CH:5]=[CH:4][C:3]=1[C:15]#[N:16], predict the reactants needed to synthesize it. The reactants are: [Cl:1][C:2]1[C:10]2[N:9]=[C:8]([C:11]([F:14])([F:13])[F:12])[NH:7][C:6]=2[CH:5]=[CH:4][C:3]=1[C:15]#[N:16].Br[CH2:18][C:19]([O:21][C:22]([CH3:25])([CH3:24])[CH3:23])=[O:20]. (3) Given the product [C:1]([NH:4][CH2:5][CH2:6][CH2:7][S:8]([O:11][CH2:12][C:13]([CH3:26])([CH3:27])[C@@H:14]([OH:25])[C:15]([O:17][CH2:18][CH2:19][O:20][C:21](=[O:24])[CH2:22][PH:28]([O:30][C:31]1[CH:36]=[CH:35][CH:34]=[CH:33][CH:32]=1)=[O:29])=[O:16])(=[O:9])=[O:10])(=[O:3])[CH3:2], predict the reactants needed to synthesize it. The reactants are: [C:1]([NH:4][CH2:5][CH2:6][CH2:7][S:8]([O:11][CH2:12][C:13]([CH3:27])([CH3:26])[C@@H:14]([OH:25])[C:15]([O:17][CH2:18][CH2:19][O:20][C:21](=[O:24])[CH2:22]O)=[O:16])(=[O:10])=[O:9])(=[O:3])[CH3:2].[P:28](Cl)(OC1C=CC=CC=1)([O:30][C:31]1[CH:36]=[CH:35][CH:34]=[CH:33][CH:32]=1)=[O:29].N1C=CC=CC=1.C(N(CC)CC)C. (4) Given the product [CH3:39][C:34]1([CH3:40])[C:35]([CH3:38])([CH3:37])[O:36][B:32]([C:2]2[CH:31]=[CH:30][C:5]3[N:6]([C:9]4[S:13][C:12]([C:14]([NH2:16])=[O:15])=[C:11]([O:17][C@@H:18]([C:20]5[CH:25]=[CH:24][CH:23]=[CH:22][C:21]=5[C:26]([F:29])([F:28])[F:27])[CH3:19])[CH:10]=4)[CH:7]=[N:8][C:4]=3[CH:3]=2)[O:33]1, predict the reactants needed to synthesize it. The reactants are: Br[C:2]1[CH:31]=[CH:30][C:5]2[N:6]([C:9]3[S:13][C:12]([C:14]([NH2:16])=[O:15])=[C:11]([O:17][C@@H:18]([C:20]4[CH:25]=[CH:24][CH:23]=[CH:22][C:21]=4[C:26]([F:29])([F:28])[F:27])[CH3:19])[CH:10]=3)[CH:7]=[N:8][C:4]=2[CH:3]=1.[B:32]1([B:32]2[O:36][C:35]([CH3:38])([CH3:37])[C:34]([CH3:40])([CH3:39])[O:33]2)[O:36][C:35]([CH3:38])([CH3:37])[C:34]([CH3:40])([CH3:39])[O:33]1.C([O-])(=O)C.[K+]. (5) Given the product [NH2:1][C@H:2]1[CH2:7][CH2:6][C@H:5]([NH:8][C:10]2[NH:11][C:12]([NH:19][CH2:20][C:21]3[CH:26]=[CH:25][C:24]([F:27])=[CH:23][CH:22]=3)=[C:13]3[C:17]([N:18]=2)=[N:16][CH:15]=[N:14]3)[CH2:4][CH2:3]1, predict the reactants needed to synthesize it. The reactants are: [NH2:1][C@H:2]1[CH2:7][CH2:6][C@H:5]([NH2:8])[CH2:4][CH2:3]1.Cl[C:10]1[NH:11][C:12]([NH:19][CH2:20][C:21]2[CH:26]=[CH:25][C:24]([F:27])=[CH:23][CH:22]=2)=[C:13]2[C:17]([N:18]=1)=[N:16][CH:15]=[N:14]2. (6) The reactants are: [CH3:1][CH2:2][O:3][C:4]([C@@H:6]1[CH2:10][C:9]([CH2:11][OH:12])=[CH:8][N:7]1[C:13]([O:15][C:16]([CH3:19])([CH3:18])[CH3:17])=[O:14])=[O:5].[CH2:20]([Zn]CC)C.ICI.[NH4+].[Cl-]. Given the product [CH2:2]([O:3][C:4]([C@@H:6]1[CH2:10][C@@:9]2([CH2:11][OH:12])[C@H:8]([CH2:20]2)[N:7]1[C:13]([O:15][C:16]([CH3:18])([CH3:17])[CH3:19])=[O:14])=[O:5])[CH3:1], predict the reactants needed to synthesize it. (7) Given the product [CH3:1][C:2]1([CH3:44])[O:6][C@@H:5]([CH2:7][CH2:8][NH:9][C:10]([CH:12]2[CH:16]([C:17]3[CH:22]=[CH:21][CH:20]=[C:19]([Cl:23])[C:18]=3[F:24])[C:15]([C:27]3[CH:32]=[CH:31][C:30]([Cl:33])=[CH:29][C:28]=3[F:34])([C:25]#[N:26])[CH:14]([CH2:35][C:36]([CH3:43])([CH3:42])[CH2:37][CH2:38][NH2:39])[NH:13]2)=[O:11])[CH2:4][O:3]1, predict the reactants needed to synthesize it. The reactants are: [CH3:1][C:2]1([CH3:44])[O:6][C@@H:5]([CH2:7][CH2:8][NH:9][C:10]([CH:12]2[CH:16]([C:17]3[CH:22]=[CH:21][CH:20]=[C:19]([Cl:23])[C:18]=3[F:24])[C:15]([C:27]3[CH:32]=[CH:31][C:30]([Cl:33])=[CH:29][C:28]=3[F:34])([C:25]#[N:26])[CH:14]([CH2:35][C:36]([CH3:43])([CH3:42])[CH2:37][CH2:38][N:39]=[N+]=[N-])[NH:13]2)=[O:11])[CH2:4][O:3]1.